Task: Predict which catalyst facilitates the given reaction.. Dataset: Catalyst prediction with 721,799 reactions and 888 catalyst types from USPTO Reactant: [C:1]([C:4]1[CH:5]=[C:6]([C:16]2[CH:17]=[CH:18][C:19](=[O:25])[N:20]([CH:22]([CH3:24])[CH3:23])[N:21]=2)[C:7]([C:10]2[CH:15]=[CH:14][CH:13]=[CH:12][CH:11]=2)=[N:8][CH:9]=1)(=O)[CH3:2].COOC(OOC)[N:30]([CH3:32])C.[CH3:36][NH:37]N. Product: [CH:22]([N:20]1[C:19](=[O:25])[CH:18]=[CH:17][C:16]([C:6]2[C:7]([C:10]3[CH:15]=[CH:14][CH:13]=[CH:12][CH:11]=3)=[N:8][CH:9]=[C:4]([C:1]3[N:30]([CH3:32])[N:37]=[CH:36][CH:2]=3)[CH:5]=2)=[N:21]1)([CH3:24])[CH3:23]. The catalyst class is: 14.